From a dataset of Catalyst prediction with 721,799 reactions and 888 catalyst types from USPTO. Predict which catalyst facilitates the given reaction. (1) Reactant: [CH3:1][O:2][C:3]1[CH:8]=[CH:7][C:6]([N:9]2[CH2:14][CH2:13][N:12]([CH3:15])[C:11](=[O:16])[CH2:10]2)=[CH:5][C:4]=1[NH:17][C:18]([NH2:20])=[S:19].Br.CC(O)=O.CS(C)=O. Product: [NH2:20][C:18]1[S:19][C:5]2[C:6]([N:9]3[CH2:14][CH2:13][N:12]([CH3:15])[C:11](=[O:16])[CH2:10]3)=[CH:7][CH:8]=[C:3]([O:2][CH3:1])[C:4]=2[N:17]=1. The catalyst class is: 52. (2) Reactant: OC[CH2:3][S:4][S:5][CH2:6][CH2:7][OH:8].N1C=CN=C1.[C:14](Cl)(=[O:16])[CH3:15].CN(C=[O:22])C. Product: [C:14]([O:8][CH2:7][CH2:6][S:5][S:4][CH2:3][OH:22])(=[O:16])[CH3:15]. The catalyst class is: 25.